Dataset: Reaction yield outcomes from USPTO patents with 853,638 reactions. Task: Predict the reaction yield, written as a fraction of the theoretical maximum amount of product (1.0 means a 100% yield; for example, 0.34 means a 34% yield). (1) The reactants are [F:1][C:2]([F:19])([C:9]([F:18])([F:17])[C:10]([F:16])([F:15])[C:11]([F:14])([F:13])[F:12])[CH2:3][CH2:4][Si:5]([CH3:8])([CH3:7])Cl.[C:20]([Mg]Br)#[CH:21]. The catalyst is C1COCC1. The product is [F:1][C:2]([F:19])([C:9]([F:18])([F:17])[C:10]([F:16])([F:15])[C:11]([F:14])([F:13])[F:12])[CH2:3][CH2:4][Si:5]([C:20]#[CH:21])([CH3:8])[CH3:7]. The yield is 0.800. (2) The reactants are I.CS[C:4]1[NH:13][CH2:12][C:11]2[C:6](=[CH:7][CH:8]=[CH:9][CH:10]=2)[N:5]=1.[NH2:14][C@H:15]1[C:23]2[C:18](=[CH:19][CH:20]=[CH:21][CH:22]=2)[CH2:17][CH2:16]1. The catalyst is C(#N)C.C(O)(C(F)(F)F)=O. The product is [N:5]1[C:6]2[C:11](=[CH:10][CH:9]=[CH:8][CH:7]=2)[CH2:12][NH:13][C:4]=1[NH:14][C@H:15]1[C:23]2[C:18](=[CH:19][CH:20]=[CH:21][CH:22]=2)[CH2:17][CH2:16]1. The yield is 0.240. (3) The reactants are [Cl:1][C:2]1[CH:7]=[CH:6][CH:5]=[C:4]([Cl:8])[C:3]=1[C:9]1[C:17]2[O:16][CH:15]([CH2:18][OH:19])[CH2:14][C:13]=2[CH:12]=[CH:11][CH:10]=1.[C:20]1([CH3:30])[CH:25]=[CH:24][C:23]([S:26](Cl)(=[O:28])=[O:27])=[CH:22][CH:21]=1.CC1C=CC(S(OCC2CC3C(C(F)(F)F)=CC=C(Cl)C=3O2)(=O)=O)=CC=1. No catalyst specified. The product is [CH3:30][C:20]1[CH:25]=[CH:24][C:23]([S:26]([O:19][CH2:18][CH:15]2[CH2:14][C:13]3[CH:12]=[CH:11][CH:10]=[C:9]([C:3]4[C:4]([Cl:8])=[CH:5][CH:6]=[CH:7][C:2]=4[Cl:1])[C:17]=3[O:16]2)(=[O:28])=[O:27])=[CH:22][CH:21]=1. The yield is 0.890. (4) The reactants are O[Li].O.[Cl:4][C:5]1[CH:18]=[CH:17][C:8]([O:9][CH2:10][CH2:11][C:12]([O:14]CC)=[O:13])=[C:7]([CH3:19])[CH:6]=1. The catalyst is O.C1COCC1. The product is [Cl:4][C:5]1[CH:18]=[CH:17][C:8]([O:9][CH2:10][CH2:11][C:12]([OH:14])=[O:13])=[C:7]([CH3:19])[CH:6]=1. The yield is 0.350.